From a dataset of Forward reaction prediction with 1.9M reactions from USPTO patents (1976-2016). Predict the product of the given reaction. (1) Given the reactants Cl.CN(C)CCCN=C=NCC.[NH2:13][C:14]1[CH:15]=[C:16]2[C:25](=[CH:26][CH:27]=1)[C:24]1[CH:23]=[CH:22][CH:21]=[CH:20][C:19]=1[N:18]([CH2:28]C)[C:17]2=[O:30].[CH3:31][N:32]([CH3:37])[CH2:33][C:34](O)=[O:35].C(N(CC)CC)C, predict the reaction product. The product is: [CH3:31][N:32]([CH3:37])[CH2:33][C:34]([NH:13][C:14]1[CH:15]=[C:16]2[C:25](=[CH:26][CH:27]=1)[C:24]1[CH:23]=[CH:22][CH:21]=[CH:20][C:19]=1[N:18]([CH3:28])[C:17]2=[O:30])=[O:35]. (2) Given the reactants [CH2:1]([N:8]1[CH2:12][CH2:11][C:10]([NH:14]C(=O)C)([CH3:13])[CH2:9]1)[C:2]1[CH:7]=[CH:6][CH:5]=[CH:4][CH:3]=1.C(=O)([O-])O.[Na+], predict the reaction product. The product is: [CH2:1]([N:8]1[CH2:12][CH2:11][C:10]([NH2:14])([CH3:13])[CH2:9]1)[C:2]1[CH:3]=[CH:4][CH:5]=[CH:6][CH:7]=1.